From a dataset of Reaction yield outcomes from USPTO patents with 853,638 reactions. Predict the reaction yield, written as a fraction of the theoretical maximum amount of product (1.0 means a 100% yield; for example, 0.34 means a 34% yield). The reactants are [CH2:1]([C:13]1[C:21]2[S:22][CH:23]=[CH:24][C:20]=2[C:19]([CH2:25][CH2:26][CH2:27][CH2:28][CH2:29][CH2:30][CH2:31][CH2:32][CH2:33][CH2:34][CH2:35][CH3:36])=[C:15]2[S:16][CH:17]=[CH:18][C:14]=12)[CH2:2][CH2:3][CH2:4][CH2:5][CH2:6][CH2:7][CH2:8][CH2:9][CH2:10][CH2:11][CH3:12].C([Li])CCC.[CH3:42][Sn:43](Cl)([CH3:45])[CH3:44].O. The catalyst is O1CCCC1. The product is [CH2:1]([C:13]1[C:21]2[S:22][C:23]([Sn:43]([CH3:45])([CH3:44])[CH3:42])=[CH:24][C:20]=2[C:19]([CH2:25][CH2:26][CH2:27][CH2:28][CH2:29][CH2:30][CH2:31][CH2:32][CH2:33][CH2:34][CH2:35][CH3:36])=[C:15]2[S:16][C:17]([Sn:43]([CH3:45])([CH3:44])[CH3:42])=[CH:18][C:14]=12)[CH2:2][CH2:3][CH2:4][CH2:5][CH2:6][CH2:7][CH2:8][CH2:9][CH2:10][CH2:11][CH3:12]. The yield is 0.580.